Predict the reaction yield, written as a fraction of the theoretical maximum amount of product (1.0 means a 100% yield; for example, 0.34 means a 34% yield). From a dataset of Reaction yield outcomes from USPTO patents with 853,638 reactions. (1) The reactants are [CH2:1]=[C:2]([C:4]1[N:9]=[C:8]([C:10]([O:12][CH2:13][CH3:14])=[O:11])[CH:7]=[CH:6][CH:5]=1)[CH3:3]. The catalyst is CCO.[Pd]. The yield is 0.930. The product is [CH:2]([C:4]1[N:9]=[C:8]([C:10]([O:12][CH2:13][CH3:14])=[O:11])[CH:7]=[CH:6][CH:5]=1)([CH3:3])[CH3:1]. (2) The reactants are [CH3:1][C:2]([CH3:36])([CH3:35])[C:3](=[O:34])[CH2:4][O:5][C:6]1[CH:11]=[CH:10][C:9]([C:12]([C:17]2[CH:18]=[CH:19][C:20]3[CH:24]=[C:23]([C:25]([NH:27][CH2:28][C:29]([OH:31])=[O:30])=[O:26])[S:22][C:21]=3[CH:32]=2)([CH2:15][CH3:16])[CH2:13][CH3:14])=[CH:8][C:7]=1[CH3:33].[BH4-].[Na+]. No catalyst specified. The product is [CH2:13]([C:12]([C:17]1[CH:18]=[CH:19][C:20]2[CH:24]=[C:23]([C:25]([NH:27][CH2:28][C:29]([OH:31])=[O:30])=[O:26])[S:22][C:21]=2[CH:32]=1)([C:9]1[CH:10]=[CH:11][C:6]([O:5][CH2:4][CH:3]([OH:34])[C:2]([CH3:35])([CH3:36])[CH3:1])=[C:7]([CH3:33])[CH:8]=1)[CH2:15][CH3:16])[CH3:14]. The yield is 0.790. (3) The reactants are Br[C:2]1[CH:3]=[C:4]2[O:10][CH2:9][O:8][C:5]2=[N:6][CH:7]=1.C([Li])CCC.[B:16](OC(C)C)([O:21]C(C)C)[O:17]C(C)C.[OH-].[Na+]. The catalyst is C(OCC)C.O. The product is [O:10]1[C:4]2[C:5](=[N:6][CH:7]=[C:2]([B:16]([OH:21])[OH:17])[CH:3]=2)[O:8][CH2:9]1. The yield is 0.500.